Task: Predict the reactants needed to synthesize the given product.. Dataset: Full USPTO retrosynthesis dataset with 1.9M reactions from patents (1976-2016) Given the product [CH3:1][N:2]([N:4]=[CH:5][C:6]1[CH:11]=[CH:10][C:9]([CH2:12][N:13]2[CH2:18][CH2:17][N:16]([S:19]([C:22]3[S:26][C:25]4[CH:27]=[C:28]([Cl:31])[CH:29]=[CH:30][C:24]=4[CH:23]=3)(=[O:21])=[O:20])[CH:15]([CH2:32][C:33]([OH:35])=[O:34])[C:14]2=[O:38])=[CH:8][CH:7]=1)[CH3:3], predict the reactants needed to synthesize it. The reactants are: [CH3:1][N:2]([N:4]=[CH:5][C:6]1[CH:11]=[CH:10][C:9]([CH2:12][N:13]2[CH2:18][CH2:17][N:16]([S:19]([C:22]3[S:26][C:25]4[CH:27]=[C:28]([Cl:31])[CH:29]=[CH:30][C:24]=4[CH:23]=3)(=[O:21])=[O:20])[CH:15]([CH2:32][C:33]([O:35]CC)=[O:34])[C:14]2=[O:38])=[CH:8][CH:7]=1)[CH3:3].[Li+].[OH-].